Dataset: Forward reaction prediction with 1.9M reactions from USPTO patents (1976-2016). Task: Predict the product of the given reaction. (1) Given the reactants [H-].[Na+].Br[CH2:4][C:5]1[CH:10]=[CH:9][CH:8]=[C:7]([F:11])[CH:6]=1.O.[F:13][C:14]([F:19])([F:18])[C@H:15]([OH:17])[CH3:16], predict the reaction product. The product is: [F:11][C:7]1[CH:8]=[CH:9][CH:10]=[C:5]([CH2:4][O:17][C@H:15]([CH3:16])[C:14]([F:19])([F:18])[F:13])[CH:6]=1. (2) The product is: [Cl:1][C:2]1[CH:3]=[C:4]([C:17]2[N:22]=[C:21]([CH3:23])[N:20]=[C:19]([NH2:24])[N:18]=2)[C:5]([NH:8][C:9]2[CH:10]=[N:11][C:12]([O:15][CH3:16])=[CH:13][CH:14]=2)=[N:6][CH:7]=1. Given the reactants [Cl:1][C:2]1[CH:3]=[C:4]([C:17]2[N:22]=[C:21]([CH3:23])[N:20]=[C:19]([N:24](CC3C=CC(OC)=CC=3)CC3C=CC(OC)=CC=3)[N:18]=2)[C:5]([NH:8][C:9]2[CH:10]=[N:11][C:12]([O:15][CH3:16])=[CH:13][CH:14]=2)=[N:6][CH:7]=1, predict the reaction product. (3) Given the reactants [H-].[Na+].[CH3:3][O:4][C:5](=[O:19])[CH2:6][N:7]1[C:15]2[C:10](=[C:11]([Cl:16])[CH:12]=[CH:13][CH:14]=2)[C:9](=[O:17])[C:8]1=[O:18].COC(=O)C(Br)[CH2:24][CH:25]([CH3:27])[CH3:26], predict the reaction product. The product is: [CH3:3][O:4][C:5](=[O:19])[CH:6]([N:7]1[C:15]2[C:10](=[C:11]([Cl:16])[CH:12]=[CH:13][CH:14]=2)[C:9](=[O:17])[C:8]1=[O:18])[CH2:24][CH:25]([CH3:27])[CH3:26]. (4) Given the reactants [CH3:1][O:2][CH:3]([O:7][CH3:8])[C:4]([CH3:6])=O.[CH2:9]([SH:16])[C:10]1[CH:15]=[CH:14][CH:13]=[CH:12][CH:11]=1.[N+:17]([CH3:20])([O-:19])=[O:18].C(N)CN, predict the reaction product. The product is: [CH3:1][O:2][CH:3]([O:7][CH3:8])[C:4]([S:16][CH2:9][C:10]1[CH:15]=[CH:14][CH:13]=[CH:12][CH:11]=1)([CH3:6])[CH2:20][N+:17]([O-:19])=[O:18]. (5) Given the reactants O.[NH:2]1[C:6]2=[N:7][CH:8]=[CH:9][CH:10]=[C:5]2[C:4]([CH2:11][C@@H:12]([C:14](O)=[O:15])[NH2:13])=[CH:3]1.S(C)C.B, predict the reaction product. The product is: [NH2:13][CH:12]([CH2:11][C:4]1[C:5]2[C:6](=[N:7][CH:8]=[CH:9][CH:10]=2)[NH:2][CH:3]=1)[CH2:14][OH:15]. (6) The product is: [Br:1][C:2]1[C:3]([N+:16]([O-:18])=[O:17])=[CH:4][C:5]2[O:9][CH:8]=[C:7]([C:10]([O:12][CH2:13][CH3:14])=[O:11])[C:6]=2[CH:15]=1. Given the reactants [Br:1][C:2]1[CH:3]=[CH:4][C:5]2[O:9][CH:8]=[C:7]([C:10]([O:12][CH2:13][CH3:14])=[O:11])[C:6]=2[CH:15]=1.[N+:16]([O-])([OH:18])=[O:17], predict the reaction product. (7) Given the reactants [O:1]=[C:2]1[C:6]2=[CH:7][N:8]([CH2:15][C:16]3[CH:21]=[CH:20][C:19]([N:22]4[CH:26]=[CH:25][CH:24]=[N:23]4)=[CH:18][CH:17]=3)[C:9]3[CH:10]=[CH:11][CH:12]=[CH:13][C:14]=3[C:5]2=[N:4][N:3]1[C:27]1[CH:35]=[CH:34][CH:33]=[CH:32][C:28]=1[C:29]([OH:31])=[O:30].CO.[CH3:38][Si](C=[N+]=[N-])(C)C, predict the reaction product. The product is: [O:1]=[C:2]1[C:6]2=[CH:7][N:8]([CH2:15][C:16]3[CH:17]=[CH:18][C:19]([N:22]4[CH:26]=[CH:25][CH:24]=[N:23]4)=[CH:20][CH:21]=3)[C:9]3[CH:10]=[CH:11][CH:12]=[CH:13][C:14]=3[C:5]2=[N:4][N:3]1[C:27]1[CH:35]=[CH:34][CH:33]=[CH:32][C:28]=1[C:29]([O:31][CH3:38])=[O:30].